This data is from Full USPTO retrosynthesis dataset with 1.9M reactions from patents (1976-2016). The task is: Predict the reactants needed to synthesize the given product. (1) Given the product [CH2:30]([N:37]1[CH2:42][CH2:41][N:40]([C:27]([C@H:16]2[CH2:15][N:14]([C:10]([CH3:13])([CH3:11])[CH3:12])[CH2:19][CH2:18][N:17]2[C:20]([O:22][C:23]([CH3:26])([CH3:24])[CH3:25])=[O:21])=[O:28])[CH2:39][CH2:38]1)[C:31]1[CH:32]=[CH:33][CH:34]=[CH:35][CH:36]=1, predict the reactants needed to synthesize it. The reactants are: C(N(C(C)C)CC)(C)C.[C:10]([N:14]1[CH2:19][CH2:18][N:17]([C:20]([O:22][C:23]([CH3:26])([CH3:25])[CH3:24])=[O:21])[C@@H:16]([C:27](O)=[O:28])[CH2:15]1)([CH3:13])([CH3:12])[CH3:11].[CH2:30]([N:37]1[CH2:42][CH2:41][NH:40][CH2:39][CH2:38]1)[C:31]1[CH:36]=[CH:35][CH:34]=[CH:33][CH:32]=1.CN(C(ON1N=NC2C=CC=NC1=2)=[N+](C)C)C.F[P-](F)(F)(F)(F)F. (2) Given the product [CH2:9]([O:11][C:12](=[O:17])[CH:13]([O:14][CH2:15][CH3:16])[CH:30]([C:29]1[CH:32]=[CH:33][C:26]([O:25][CH2:18][C:19]2[CH:24]=[CH:23][CH:22]=[CH:21][CH:20]=2)=[CH:27][C:28]=1[CH3:34])[OH:31])[CH3:10], predict the reactants needed to synthesize it. The reactants are: C([N-]C(C)C)(C)C.[Li+].[CH2:9]([O:11][C:12](=[O:17])[CH2:13][O:14][CH2:15][CH3:16])[CH3:10].[CH2:18]([O:25][C:26]1[CH:33]=[CH:32][C:29]([CH:30]=[O:31])=[C:28]([CH3:34])[CH:27]=1)[C:19]1[CH:24]=[CH:23][CH:22]=[CH:21][CH:20]=1.